Dataset: Peptide-MHC class II binding affinity with 134,281 pairs from IEDB. Task: Regression. Given a peptide amino acid sequence and an MHC pseudo amino acid sequence, predict their binding affinity value. This is MHC class II binding data. (1) The peptide sequence is WVPQGRTTWSIHGKG. The MHC is DRB1_0301 with pseudo-sequence DRB1_0301. The binding affinity (normalized) is 0. (2) The peptide sequence is FVVFLVAAALGGLAA. The binding affinity (normalized) is 0.329. The MHC is HLA-DPA10201-DPB11401 with pseudo-sequence HLA-DPA10201-DPB11401. (3) The peptide sequence is EKDVTDITVKNCVLK. The MHC is DRB1_0401 with pseudo-sequence DRB1_0401. The binding affinity (normalized) is 0.349. (4) The peptide sequence is ATPEAKFDSFVAAFT. The MHC is DRB1_0101 with pseudo-sequence DRB1_0101. The binding affinity (normalized) is 0.572.